This data is from Full USPTO retrosynthesis dataset with 1.9M reactions from patents (1976-2016). The task is: Predict the reactants needed to synthesize the given product. (1) Given the product [Cl:1][C:2]1[C:3]([F:31])=[C:4]([F:30])[CH:5]=[C:6]2[C:11]=1[N:10]([C:12]1[CH:17]=[CH:16][C:15]([CH2:18][N:19]3[CH2:23][CH2:22][CH2:21][CH2:20]3)=[CH:14][C:13]=1[F:32])[CH:9]=[C:8]([C:24]([O:26][CH2:27][CH3:28])=[O:25])[C:7]2=[O:29], predict the reactants needed to synthesize it. The reactants are: [Cl:1][C:2]1[C:3]([F:31])=[C:4]([F:30])[CH:5]=[C:6]2[C:11]=1[N:10]([C:12]1[CH:17]=[CH:16][C:15]([CH2:18][N:19]3[CH2:23][CH2:22][CH2:21][CH2:20]3)=[CH:14][CH:13]=1)[CH:9]=[C:8]([C:24]([O:26][CH2:27][CH3:28])=[O:25])[C:7]2=[O:29].[F:32]C1C=C(N2CCCC2)C=CC=1NC. (2) Given the product [F:1][C:2]1[CH:3]=[C:4]([C:5](=[N:13][OH:12])[NH2:6])[CH:7]=[CH:8][C:9]=1[F:10], predict the reactants needed to synthesize it. The reactants are: [F:1][C:2]1[CH:3]=[C:4]([CH:7]=[CH:8][C:9]=1[F:10])[C:5]#[N:6].[Cl-].[OH:12][NH3+:13].C(=O)(O)[O-].[Na+]. (3) The reactants are: Cl.Cl.[C:3]([C:7]1[CH:12]=[CH:11][CH:10]=[CH:9][C:8]=1[N:13]1[CH2:18][CH2:17][NH:16][CH2:15][CH2:14]1)([CH3:6])([CH3:5])[CH3:4].[C:19]([O:23][C:24](=[O:35])[CH2:25][CH2:26][C:27]1[O:31][CH:30]=[N:29][C:28]=1[C:32](O)=[O:33])([CH3:22])([CH3:21])[CH3:20].C(N(CC)CC)C.CCN=C=NCCCN(C)C.C1C=CC2N(O)N=NC=2C=1. Given the product [C:3]([C:7]1[CH:12]=[CH:11][CH:10]=[CH:9][C:8]=1[N:13]1[CH2:18][CH2:17][N:16]([C:32]([C:28]2[N:29]=[CH:30][O:31][C:27]=2[CH2:26][CH2:25][C:24]([O:23][C:19]([CH3:22])([CH3:21])[CH3:20])=[O:35])=[O:33])[CH2:15][CH2:14]1)([CH3:6])([CH3:4])[CH3:5], predict the reactants needed to synthesize it. (4) Given the product [C:9]1([C@H:20]2[C@H:20]([C:17]3[CH:16]=[CH:15][C:14]([Br:13])=[CH:19][CH:18]=3)[C:21](=[O:22])[NH:23][C:21]2=[O:22])[C:3]2=[C:4]3[C:5](=[CH:6][CH:7]=[CH:2]2)[CH2:19][CH2:14][CH2:15][N:12]3[CH:10]=1, predict the reactants needed to synthesize it. The reactants are: Cl[C:2]1[CH:7]=[C:6](F)[CH:5]=[CH:4][C:3]=1[CH2:9][C:10]([NH2:12])=O.[Br:13][C:14]1[CH:19]=[CH:18][C:17]([CH2:20][C:21]([NH2:23])=[O:22])=[CH:16][CH:15]=1. (5) Given the product [O:1]=[C:2]1[CH2:5][CH:4]([C:6]([O:8][C:23]([CH3:22])([CH3:18])[CH3:24])=[O:7])[CH2:3]1, predict the reactants needed to synthesize it. The reactants are: [O:1]=[C:2]1[CH2:5][CH:4]([C:6]([OH:8])=[O:7])[CH2:3]1.C1CCC(N=C=N[CH:18]2[CH2:23][CH2:22]CCC2)CC1.[CH3:24]CC(O)C. (6) Given the product [CH:1]1([N:7]([CH2:21][CH2:22][N:23]2[CH:27]=[CH:26][N:25]=[CH:24]2)[CH:8]2[CH2:9][CH2:10][NH:11][CH2:12][CH2:13]2)[CH2:2][CH2:3][CH2:4][CH2:5][CH2:6]1, predict the reactants needed to synthesize it. The reactants are: [CH:1]1([N:7]([CH2:21][CH2:22][N:23]2[CH:27]=[CH:26][N:25]=[CH:24]2)[CH:8]2[CH2:13][CH2:12][N:11](C(OC(C)(C)C)=O)[CH2:10][CH2:9]2)[CH2:6][CH2:5][CH2:4][CH2:3][CH2:2]1. (7) Given the product [CH2:8]1[CH:17]2[N:12]([S:13](=[O:22])(=[O:23])[C:14]3[CH:21]=[CH:20][CH:19]=[CH:18][C:15]=3[CH2:16]2)[CH2:11][CH2:10][NH:9]1, predict the reactants needed to synthesize it. The reactants are: FC(F)(F)C(O)=O.[CH2:8]1[CH:17]2[N:12]([S:13](=[O:23])(=[O:22])[C:14]3[CH:21]=[CH:20][CH:19]=[CH:18][C:15]=3[CH2:16]2)[CH2:11][CH2:10][N:9]1C(OC(C)(C)C)=O.